Dataset: Catalyst prediction with 721,799 reactions and 888 catalyst types from USPTO. Task: Predict which catalyst facilitates the given reaction. (1) Reactant: [Br:1][C:2]1[C:11]2[C:6](=[CH:7][C:8]([CH2:12]O)=[CH:9][CH:10]=2)[C:5](=[O:14])[N:4]([CH:15]([CH3:17])[CH3:16])[N:3]=1.C[Si]([Br:22])(C)C.[Li+].[Br-]. Product: [Br:1][C:2]1[C:11]2[C:6](=[CH:7][C:8]([CH2:12][Br:22])=[CH:9][CH:10]=2)[C:5](=[O:14])[N:4]([CH:15]([CH3:17])[CH3:16])[N:3]=1. The catalyst class is: 10. (2) Product: [Br:14][C:2]1[CH:7]=[CH:6][CH:5]=[C:4]([C:8]2[CH:13]=[CH:12][CH:11]=[CH:10][CH:9]=2)[N:3]=1. Reactant: N[C:2]1[CH:7]=[CH:6][CH:5]=[C:4]([C:8]2[CH:13]=[CH:12][CH:11]=[CH:10][CH:9]=2)[N:3]=1.[Br:14]Br.N([O-])=O.[Na+]. The catalyst class is: 201. (3) Reactant: [C:1]([O:5][C:6](=[O:18])[NH:7][CH2:8][CH2:9][C:10]1[CH:15]=[CH:14][C:13]([CH2:16][OH:17])=[CH:12][CH:11]=1)([CH3:4])([CH3:3])[CH3:2]. Product: [C:1]([O:5][C:6](=[O:18])[NH:7][CH2:8][CH2:9][C:10]1[CH:15]=[CH:14][C:13]([CH:16]=[O:17])=[CH:12][CH:11]=1)([CH3:4])([CH3:2])[CH3:3]. The catalyst class is: 177. (4) Reactant: [OH-].[Na+].[CH2:3]([O:10][C:11]([C:13]1([C:44]([O:46]CC2C=CC=CC=2)=[O:45])[CH2:18][CH2:17][N:16]([CH2:19][C:20]2[CH:25]=[CH:24][C:23]([C:26]3[N:30]=[C:29]([C:31]4[CH:36]=[CH:35][C:34]([C:37]5[CH:42]=[CH:41][CH:40]=[CH:39][CH:38]=5)=[C:33]([F:43])[CH:32]=4)[O:28][N:27]=3)=[CH:22][CH:21]=2)[CH2:15][CH2:14]1)=[O:12])[C:4]1[CH:9]=[CH:8][CH:7]=[CH:6][CH:5]=1. Product: [CH2:3]([O:10][C:11]([C:13]1([C:44]([OH:46])=[O:45])[CH2:18][CH2:17][N:16]([CH2:19][C:20]2[CH:21]=[CH:22][C:23]([C:26]3[N:30]=[C:29]([C:31]4[CH:36]=[CH:35][C:34]([C:37]5[CH:38]=[CH:39][CH:40]=[CH:41][CH:42]=5)=[C:33]([F:43])[CH:32]=4)[O:28][N:27]=3)=[CH:24][CH:25]=2)[CH2:15][CH2:14]1)=[O:12])[C:4]1[CH:9]=[CH:8][CH:7]=[CH:6][CH:5]=1. The catalyst class is: 7. (5) Reactant: [CH3:1][O:2][C:3]1[CH:12]=[C:11]2[C:6]([C:7]([CH2:13][CH2:14][C:15](OCC)=O)=[CH:8][CH:9]=[N:10]2)=[CH:5][CH:4]=1.[C:20]1([C:26]2[N:31]=[N:30][C:29]([NH:32][NH2:33])=[CH:28][CH:27]=2)[CH:25]=[CH:24][CH:23]=[CH:22][CH:21]=1.CC1C=CC(S(O)(=O)=O)=CC=1.O. Product: [CH3:1][O:2][C:3]1[CH:12]=[C:11]2[C:6]([C:7]([CH2:13][CH2:14][C:15]3[N:30]4[N:31]=[C:26]([C:20]5[CH:25]=[CH:24][CH:23]=[CH:22][CH:21]=5)[CH:27]=[CH:28][C:29]4=[N:32][N:33]=3)=[CH:8][CH:9]=[N:10]2)=[CH:5][CH:4]=1. The catalyst class is: 16. (6) Product: [CH3:7][C:4]1[N:3]([C:8]2[CH:9]=[C:10]([C:14]([O:20][CH3:23])([CH3:19])[C:15]([F:18])([F:17])[F:16])[N:11]([CH3:13])[N:12]=2)[C:2]([CH3:1])=[CH:6][CH:5]=1. The catalyst class is: 1. Reactant: [CH3:1][C:2]1[N:3]([C:8]2[CH:9]=[C:10]([C:14]([OH:20])([CH3:19])[C:15]([F:18])([F:17])[F:16])[N:11]([CH3:13])[N:12]=2)[C:4]([CH3:7])=[CH:5][CH:6]=1.[H-].[Na+].[CH3:23]I.